Predict which catalyst facilitates the given reaction. From a dataset of Catalyst prediction with 721,799 reactions and 888 catalyst types from USPTO. (1) Reactant: [Br:1][C:2]1([CH2:7][CH2:8][C:9](O)=[O:10])[CH2:4][C:3]1([Br:6])[Br:5].B.C(N(CC)CCN(CC)CC)C.C(O)(=O)C. Product: [OH:10][CH2:9][CH2:8][CH2:7][C:2]1([Br:1])[CH2:4][C:3]1([Br:6])[Br:5]. The catalyst class is: 30. (2) Reactant: Cl.[NH2:2][C@H:3]1[CH2:8][CH2:7][C@H:6]([C:9](O)=[O:10])[CH2:5][CH2:4]1.[H-].[Al+3].[Li+].[H-].[H-].[H-].O.[OH-].[Na+]. Product: [NH2:2][C@H:3]1[CH2:8][CH2:7][C@H:6]([CH2:9][OH:10])[CH2:5][CH2:4]1. The catalyst class is: 76. (3) Reactant: [C:1]([O:5][C:6]([NH:8][C:9]1[CH:14]=[CH:13][CH:12]=[C:11]([CH3:15])[N:10]=1)=[O:7])([CH3:4])([CH3:3])[CH3:2].[H-].[Na+].Br[CH2:19][C:20]([O:22][C:23]([CH3:26])([CH3:25])[CH3:24])=[O:21].O. Product: [C:1]([O:5][C:6]([N:8]([CH2:19][C:20]([O:22][C:23]([CH3:26])([CH3:25])[CH3:24])=[O:21])[C:9]1[CH:14]=[CH:13][CH:12]=[C:11]([CH3:15])[N:10]=1)=[O:7])([CH3:4])([CH3:3])[CH3:2]. The catalyst class is: 9. (4) Reactant: [CH2:1]([CH:3]1[N:12]2[C:7](=[CH:8][C:9](=[O:18])[C:10]([C:13]([O:15][CH2:16][CH3:17])=[O:14])=[CH:11]2)[C:6]2[CH:19]=[C:20]([O:24][CH3:25])[C:21]([OH:23])=[CH:22][C:5]=2[CH2:4]1)[CH3:2].Br[CH2:27][CH2:28][C:29]1[CH:34]=[CH:33][CH:32]=[CH:31][CH:30]=1.C([O-])([O-])=O.[K+].[K+].O. Product: [CH2:1]([CH:3]1[N:12]2[C:7](=[CH:8][C:9](=[O:18])[C:10]([C:13]([O:15][CH2:16][CH3:17])=[O:14])=[CH:11]2)[C:6]2[CH:19]=[C:20]([O:24][CH3:25])[C:21]([O:23][CH2:27][CH2:28][C:29]3[CH:34]=[CH:33][CH:32]=[CH:31][CH:30]=3)=[CH:22][C:5]=2[CH2:4]1)[CH3:2]. The catalyst class is: 3. (5) Reactant: [C:1]([C:3](=[C:13]([S:16][CH3:17])SC)[C:4]([C:6]1[O:10][C:9]([C:11]#[N:12])=[CH:8][CH:7]=1)=O)#[N:2].[N+]([O-])(O)=O.[NH2:22][C:23]([NH2:25])=[NH:24].C(N(CC)CC)C.O. Product: [NH2:25][C:23]1[N:24]=[C:4]([C:6]2[O:10][C:9]([C:11]#[N:12])=[CH:8][CH:7]=2)[C:3]([C:1]#[N:2])=[C:13]([S:16][CH3:17])[N:22]=1. The catalyst class is: 3.